Dataset: Peptide-MHC class I binding affinity with 185,985 pairs from IEDB/IMGT. Task: Regression. Given a peptide amino acid sequence and an MHC pseudo amino acid sequence, predict their binding affinity value. This is MHC class I binding data. The peptide sequence is YSQIGAGVY. The MHC is HLA-B15:01 with pseudo-sequence HLA-B15:01. The binding affinity (normalized) is 0.746.